Task: Predict the product of the given reaction.. Dataset: Forward reaction prediction with 1.9M reactions from USPTO patents (1976-2016) (1) Given the reactants [N:1]1[CH:6]=[CH:5][CH:4]=[CH:3][C:2]=1[C:7]1[O:8][CH:9]=[C:10]([C:12]2[CH:13]=[CH:14][C:15]([C:18]([OH:21])([CH3:20])[CH3:19])=[N:16][CH:17]=2)[N:11]=1.C1C(=O)N([Br:29])C(=O)C1.O, predict the reaction product. The product is: [Br:29][C:9]1[O:8][C:7]([C:2]2[CH:3]=[CH:4][CH:5]=[CH:6][N:1]=2)=[N:11][C:10]=1[C:12]1[CH:13]=[CH:14][C:15]([C:18]([OH:21])([CH3:19])[CH3:20])=[N:16][CH:17]=1. (2) Given the reactants [Cl:1][C:2]1[CH:27]=[CH:26][C:5]([CH2:6][N:7]2[C:12](SCC)=[N:11][C:10](=[O:16])[N:9]([CH2:17][C@@H:18]([C:21]([O:23][CH3:24])=[O:22])[O:19][CH3:20])[C:8]2=[O:25])=[CH:4][CH:3]=1.[CH3:28][C:29]1[CH:30]=[C:31]([CH:33]=[CH:34][C:35]=1[O:36][CH:37]([CH3:39])[CH3:38])[NH2:32].C(O)(=O)C.C(=O)(O)[O-].[Na+], predict the reaction product. The product is: [Cl:1][C:2]1[CH:3]=[CH:4][C:5]([CH2:6][N:7]2[C:12](=[N:32][C:31]3[CH:33]=[CH:34][C:35]([O:36][CH:37]([CH3:38])[CH3:39])=[C:29]([CH3:28])[CH:30]=3)[NH:11][C:10](=[O:16])[N:9]([CH2:17][C@@H:18]([C:21]([O:23][CH3:24])=[O:22])[O:19][CH3:20])[C:8]2=[O:25])=[CH:26][CH:27]=1. (3) Given the reactants [C:1]([NH:11][C@H:12]([C:16]([O:18][CH2:19][CH2:20][CH2:21][C:22]([CH3:27])([CH3:26])[C:23]([OH:25])=[O:24])=[O:17])[CH:13]([CH3:15])[CH3:14])([O:3][CH2:4][C:5]1[CH:10]=[CH:9][CH:8]=[CH:7][CH:6]=1)=[O:2].[OH-].C([N+](CCCC)(CCCC)CCCC)CCC.[Cl:46][CH2:47]I, predict the reaction product. The product is: [C:1]([NH:11][C@H:12]([C:16]([O:18][CH2:19][CH2:20][CH2:21][C:22]([CH3:27])([CH3:26])[C:23]([O:25][CH2:47][Cl:46])=[O:24])=[O:17])[CH:13]([CH3:14])[CH3:15])([O:3][CH2:4][C:5]1[CH:10]=[CH:9][CH:8]=[CH:7][CH:6]=1)=[O:2]. (4) Given the reactants [Cl:1][C:2]1[C:46]([F:47])=[CH:45][CH:44]=[CH:43][C:3]=1[CH2:4][NH:5][C:6](=[O:42])[N:7]([C@H:9]([CH2:27][O:28][C:29](=[O:41])[NH:30][C:31]1[N:32]=[CH:33][C:34]2[C:39]([CH:40]=1)=[CH:38][CH:37]=[CH:36][CH:35]=2)[CH2:10][CH2:11][C:12]([N:14]1[CH2:19][CH2:18][N:17](C(OC(C)(C)C)=O)[CH2:16][CH2:15]1)=[O:13])[CH3:8].C(O)(C(F)(F)F)=O, predict the reaction product. The product is: [CH:33]1[C:34]2[C:39](=[CH:38][CH:37]=[CH:36][CH:35]=2)[CH:40]=[C:31]([NH:30][C:29](=[O:41])[O:28][CH2:27][C@@H:9]([N:7]([CH3:8])[C:6]([NH:5][CH2:4][C:3]2[CH:43]=[CH:44][CH:45]=[C:46]([F:47])[C:2]=2[Cl:1])=[O:42])[CH2:10][CH2:11][C:12](=[O:13])[N:14]2[CH2:15][CH2:16][NH:17][CH2:18][CH2:19]2)[N:32]=1.